This data is from Reaction yield outcomes from USPTO patents with 853,638 reactions. The task is: Predict the reaction yield, written as a fraction of the theoretical maximum amount of product (1.0 means a 100% yield; for example, 0.34 means a 34% yield). (1) The reactants are [F:1][C:2]1[C:7]([F:8])=[C:6]([CH3:9])[CH:5]=[C:4]([N+:10]([O-])=O)[C:3]=1[OH:13].[H][H]. The catalyst is C(O)C.[Pd]. The product is [F:1][C:2]1[C:7]([F:8])=[C:6]([CH3:9])[CH:5]=[C:4]([NH2:10])[C:3]=1[OH:13]. The yield is 0.990. (2) The catalyst is CC(C)=O.CCOC(C)=O. The reactants are [CH2:1]([O:4][C:5]1([CH3:38])[CH2:10][CH2:9][N:8]([C:11]2[N:16]3[N:17]=[C:18]([CH2:20]OS(C)(=O)=O)[CH:19]=[C:15]3[N:14]=[C:13]([CH3:26])[C:12]=2[C@H:27]([O:33][C:34]([CH3:37])([CH3:36])[CH3:35])[C:28]([O:30][CH2:31][CH3:32])=[O:29])[CH2:7][CH2:6]1)[CH:2]=[CH2:3].[I-:39].[Na+]. The product is [CH2:1]([O:4][C:5]1([CH3:38])[CH2:10][CH2:9][N:8]([C:11]2[N:16]3[N:17]=[C:18]([CH2:20][I:39])[CH:19]=[C:15]3[N:14]=[C:13]([CH3:26])[C:12]=2[C@H:27]([O:33][C:34]([CH3:37])([CH3:36])[CH3:35])[C:28]([O:30][CH2:31][CH3:32])=[O:29])[CH2:7][CH2:6]1)[CH:2]=[CH2:3]. The yield is 0.840. (3) The reactants are C1C(=O)N([Br:8])C(=O)C1.[CH3:9][O:10][C:11](=[O:20])[C:12]1[C:13](=[CH:15][CH:16]=[C:17]([Cl:19])[CH:18]=1)[OH:14]. The catalyst is CN(C=O)C. The product is [Br:8][C:15]1[C:13]([OH:14])=[C:12]([CH:18]=[C:17]([Cl:19])[CH:16]=1)[C:11]([O:10][CH3:9])=[O:20]. The yield is 0.960. (4) The reactants are I.[NH2:2][C:3]1[C:4]([C:11]([NH:13][C:14](=[NH:17])SC)=[O:12])=[N:5][C:6]([Cl:10])=[C:7]([NH2:9])[N:8]=1.C(N(CC)CC)C.[C:25]([O:29][C:30](=[O:48])[NH:31][CH2:32][CH2:33][NH:34][C:35](=[O:47])[C:36]1[CH:41]=[CH:40][C:39]([CH2:42][CH2:43][CH2:44][CH2:45][NH2:46])=[CH:38][CH:37]=1)([CH3:28])([CH3:27])[CH3:26]. The catalyst is CO. The product is [C:25]([O:29][C:30](=[O:48])[NH:31][CH2:32][CH2:33][NH:34][C:35](=[O:47])[C:36]1[CH:41]=[CH:40][C:39]([CH2:42][CH2:43][CH2:44][CH2:45][NH:46][C:14]([NH2:17])=[N:13][C:11]([C:4]2[C:3]([NH2:2])=[N:8][C:7]([NH2:9])=[C:6]([Cl:10])[N:5]=2)=[O:12])=[CH:38][CH:37]=1)([CH3:28])([CH3:26])[CH3:27]. The yield is 0.620. (5) The reactants are [NH2:1][C:2]1[N:3]=[C:4]([C:17]2[CH:18]=[C:19]([O:23][CH2:24][C@@H:25]([NH:33]C(=O)OC(C)(C)C)[CH2:26][C:27]3[CH:32]=[CH:31][CH:30]=[CH:29][CH:28]=3)[CH:20]=[N:21][CH:22]=2)[CH:5]=[C:6]2[C:11]=1[CH:10]=[N:9][C:8]1[CH:12]=[C:13](Br)[CH:14]=[CH:15][C:7]2=1.CC1(C)C(C)(C)OB(/[CH:49]=[CH:50]/[CH2:51][CH2:52][N:53]2[CH2:57][CH2:56][CH2:55][CH2:54]2)O1.C([O-])([O-])=O.[K+].[K+].C(O)(C(F)(F)F)=O. The catalyst is C1(C)C=CC=CC=1.O.CCO. The product is [NH2:33][C@@H:25]([CH2:26][C:27]1[CH:32]=[CH:31][CH:30]=[CH:29][CH:28]=1)[CH2:24][O:23][C:19]1[CH:18]=[C:17]([C:4]2[CH:5]=[C:6]3[C:11](=[C:2]([NH2:1])[N:3]=2)[CH:10]=[N:9][C:8]2[CH:12]=[C:13](/[CH:49]=[CH:50]/[CH2:51][CH2:52][N:53]4[CH2:54][CH2:55][CH2:56][CH2:57]4)[CH:14]=[CH:15][C:7]3=2)[CH:22]=[N:21][CH:20]=1. The yield is 0.0600. (6) The reactants are [CH3:1][S:2][CH2:3][CH2:4][CH2:5][CH2:6][OH:7].[N+:8]([C:11]1[CH:18]=[CH:17][CH:16]=[C:15]([N+]([O-])=O)[C:12]=1[C:13]#[N:14])([O-:10])=[O:9]. No catalyst specified. The product is [CH3:1][S:2][CH2:3][CH2:4][CH2:5][CH2:6][O:7][C:15]1[CH:16]=[CH:17][CH:18]=[C:11]([N+:8]([O-:10])=[O:9])[C:12]=1[C:13]#[N:14]. The yield is 0.890. (7) The reactants are C([O:4][C@H:5]1[C@H:11]([O:12]C(=O)C)[C@@H:10]([O:16]C(=O)C)[C@:9]2([C:21]3[CH:26]=[CH:25][C:24]([Cl:27])=[C:23]([CH2:28][C:29]4[CH:34]=[CH:33][C:32]([C:35](=[N:37][O:38][CH2:39][CH3:40])[CH3:36])=[CH:31][CH:30]=4)[CH:22]=3)[O:20][C@@:6]1([CH2:41][O:42]C(=O)C)[CH2:7][O:8]2)(=O)C.CO.O.O.[OH-].[Li+]. The catalyst is C1COCC1. The product is [CH2:39]([O:38][N:37]=[C:35]([C:32]1[CH:31]=[CH:30][C:29]([CH2:28][C:23]2[CH:22]=[C:21]([C@@:9]34[O:20][C@@:6]([CH2:41][OH:42])([CH2:7][O:8]3)[C@@H:5]([OH:4])[C@H:11]([OH:12])[C@H:10]4[OH:16])[CH:26]=[CH:25][C:24]=2[Cl:27])=[CH:34][CH:33]=1)[CH3:36])[CH3:40]. The yield is 0.840. (8) The reactants are C(N(CC)C(C)C)(C)C.[C:10]1([CH2:16][O:17][C:18]([NH:20][C:21]2([C:27]([NH:29][C@H:30]([CH2:34][OH:35])[CH:31]([CH3:33])[CH3:32])=[O:28])[CH2:26][CH2:25][CH2:24][CH2:23][CH2:22]2)=[O:19])[CH:15]=[CH:14][CH:13]=[CH:12][CH:11]=1. The catalyst is CS(C)=O.C(Cl)Cl. The product is [C:10]1([CH2:16][O:17][C:18]([NH:20][C:21]2([C:27]([NH:29][C@H:30]([CH:34]=[O:35])[CH:31]([CH3:33])[CH3:32])=[O:28])[CH2:26][CH2:25][CH2:24][CH2:23][CH2:22]2)=[O:19])[CH:15]=[CH:14][CH:13]=[CH:12][CH:11]=1. The yield is 0.770. (9) The reactants are [CH:1]1[CH:10]=[CH:9][CH:8]=[C:7]2[C:2]=1[C:3]([C:18]([OH:20])=O)=[C:4]1[NH:17][C:16]3[C:11](=[CH:12][CH:13]=[CH:14][CH:15]=3)[C:5]1=[N:6]2.[CH3:21][N:22]([CH3:26])[CH2:23][CH2:24][NH2:25].C(N(CC)CC)C. The catalyst is O=S(Cl)Cl.C(Cl)Cl. The product is [CH3:21][N:22]([CH3:26])[CH2:23][CH2:24][NH:25][C:18]([C:3]1[C:2]2[C:7](=[CH:8][CH:9]=[CH:10][CH:1]=2)[N:6]=[C:5]2[C:11]3[C:16]([NH:17][C:4]=12)=[CH:15][CH:14]=[CH:13][CH:12]=3)=[O:20]. The yield is 0.610. (10) The reactants are [CH3:1][O:2][C:3]1[CH:8]=[CH:7][C:6]([C:9](=O)[CH3:10])=[CH:5][CH:4]=1.[NH2:12][C:13]([NH2:15])=[S:14]. No catalyst specified. The product is [NH2:15][C:13]1[S:14][CH:10]=[C:9]([C:6]2[CH:7]=[CH:8][C:3]([O:2][CH3:1])=[CH:4][CH:5]=2)[N:12]=1. The yield is 0.852.